Dataset: Catalyst prediction with 721,799 reactions and 888 catalyst types from USPTO. Task: Predict which catalyst facilitates the given reaction. (1) Reactant: [CH:1]1([NH:4][C:5](=[O:26])[C:6]2[CH:11]=[CH:10][C:9]([CH3:12])=[C:8]([N:13]3[C:22](=[O:23])[C:21]4[C:16](=[CH:17][CH:18]=[C:19]([O:24]C)[CH:20]=4)[N:15]=[CH:14]3)[CH:7]=2)[CH2:3][CH2:2]1.B(Br)(Br)Br. Product: [CH:1]1([NH:4][C:5](=[O:26])[C:6]2[CH:11]=[CH:10][C:9]([CH3:12])=[C:8]([N:13]3[C:22](=[O:23])[C:21]4[C:16](=[CH:17][CH:18]=[C:19]([OH:24])[CH:20]=4)[N:15]=[CH:14]3)[CH:7]=2)[CH2:3][CH2:2]1. The catalyst class is: 2. (2) Reactant: [Cl:1][C:2]1[N:3]=[C:4]([N:13]2[CH2:18][CH2:17][O:16][CH2:15][CH2:14]2)[C:5]2[S:10][C:9]([CH2:11][NH2:12])=[CH:8][C:6]=2[N:7]=1.CCN(CC)CC.C([O:28][C:29](=O)[CH2:30][N:31]([CH3:33])[CH3:32])C. Product: [Cl:1][C:2]1[N:3]=[C:4]([N:13]2[CH2:14][CH2:15][O:16][CH2:17][CH2:18]2)[C:5]2[S:10][C:9]([CH2:11][NH:12][C:29](=[O:28])[CH2:30][N:31]([CH3:33])[CH3:32])=[CH:8][C:6]=2[N:7]=1. The catalyst class is: 2. (3) Reactant: Cl[Si:2]([Cl:5])([CH3:4])[CH3:3].[CH3:6][C:7]1[CH-:8][C:9]2[C:14]([CH:15]=1)=[C:13]([C:16]1[CH:21]=[CH:20][CH:19]=[CH:18][CH:17]=1)[CH:12]=[CH:11][CH:10]=2.[Li+]. Product: [Cl:5][Si:2]([CH3:3])([CH3:4])[CH:8]1[C:9]2[C:14](=[C:13]([C:16]3[CH:21]=[CH:20][CH:19]=[CH:18][CH:17]=3)[CH:12]=[CH:11][CH:10]=2)[CH:15]=[C:7]1[CH3:6]. The catalyst class is: 28.